Dataset: Catalyst prediction with 721,799 reactions and 888 catalyst types from USPTO. Task: Predict which catalyst facilitates the given reaction. (1) Reactant: [CH:1]([N:4]1[CH2:9][CH2:8][NH:7][CH2:6][CH2:5]1)([CH3:3])[CH3:2].Br[CH2:11][C:12]1[O:16][C:15]([C:17]2[CH:25]=[C:24]([Cl:26])[CH:23]=[C:22]3[C:18]=2[CH:19]=[N:20][N:21]3[S:27]([C:30]2[CH:35]=[CH:34][CH:33]=[CH:32][CH:31]=2)(=[O:29])=[O:28])=[N:14][CH:13]=1.C(N(CC)CC)C. Product: [Cl:26][C:24]1[CH:23]=[C:22]2[C:18]([CH:19]=[N:20][N:21]2[S:27]([C:30]2[CH:31]=[CH:32][CH:33]=[CH:34][CH:35]=2)(=[O:29])=[O:28])=[C:17]([C:15]2[O:16][C:12]([CH2:11][N:7]3[CH2:8][CH2:9][N:4]([CH:1]([CH3:3])[CH3:2])[CH2:5][CH2:6]3)=[CH:13][N:14]=2)[CH:25]=1. The catalyst class is: 16. (2) Reactant: [Cl:1][C:2]1[CH:7]=[CH:6][C:5]([NH:8][C:9]([C:11]2[CH:21]=[CH:20][C:14]([C:15](=[NH:19])OCC)=[CH:13][CH:12]=2)=[O:10])=[CH:4][C:3]=1[C:22]1[CH:27]=[CH:26][CH:25]=[CH:24][N:23]=1.[F:28][C:29]([F:33])([F:32])[CH2:30][NH2:31]. Product: [Cl:1][C:2]1[CH:7]=[CH:6][C:5]([NH:8][C:9](=[O:10])[C:11]2[CH:12]=[CH:13][C:14]([C:15](=[NH:19])[NH:31][CH2:30][C:29]([F:33])([F:32])[F:28])=[CH:20][CH:21]=2)=[CH:4][C:3]=1[C:22]1[CH:27]=[CH:26][CH:25]=[CH:24][N:23]=1. The catalyst class is: 5. (3) Reactant: [C:1]([O:5][C:6]([NH:8][C@H:9]([C:37]([O:39][C:40]([CH3:43])([CH3:42])[CH3:41])=[O:38])[CH2:10][C@H:11]([CH2:19][C:20]1[CH:25]=[CH:24][C:23]([CH2:26][CH2:27][CH2:28][O:29][Si](C(C)(C)C)(C)C)=[CH:22][N:21]=1)[C:12]([O:14][C:15]([CH3:18])([CH3:17])[CH3:16])=[O:13])=[O:7])([CH3:4])([CH3:3])[CH3:2].C(O)(=O)C.[F-].C([N+](CCCC)(CCCC)CCCC)CCC. Product: [C:1]([O:5][C:6]([NH:8][C@H:9]([C:37]([O:39][C:40]([CH3:43])([CH3:42])[CH3:41])=[O:38])[CH2:10][C@H:11]([CH2:19][C:20]1[CH:25]=[CH:24][C:23]([CH2:26][CH2:27][CH2:28][OH:29])=[CH:22][N:21]=1)[C:12]([O:14][C:15]([CH3:17])([CH3:16])[CH3:18])=[O:13])=[O:7])([CH3:2])([CH3:3])[CH3:4]. The catalyst class is: 7. (4) Reactant: [F:1][C:2]1[C:8]([F:9])=[CH:7][C:6]([F:10])=[CH:5][C:3]=1[NH2:4].C([Li])(CC)C.[I:16]I. Product: [F:1][C:2]1[C:8]([F:9])=[C:7]([I:16])[C:6]([F:10])=[CH:5][C:3]=1[NH2:4]. The catalyst class is: 1. (5) Reactant: [CH3:1][C:2]1[N:7]=[C:6]([OH:8])[C:5]([CH:9]2[CH2:18][CH2:17][C:12]3([O:16][CH2:15][CH2:14][O:13]3)[CH2:11][CH2:10]2)=[CH:4][N:3]=1.C1(P(C2C=CC=CC=2)C2C=CC=CC=2)C=CC=CC=1.[CH3:38][C:39]1[CH:40]=[CH:41][C:42]([C@H:45]2[CH2:47][C@@H:46]2[CH2:48]O)=[N:43][CH:44]=1.CC(OC(/N=N/C(OC(C)C)=O)=O)C. Product: [CH3:1][C:2]1[N:7]=[C:6]([O:8][CH2:48][C@H:46]2[CH2:47][C@@H:45]2[C:42]2[CH:41]=[CH:40][C:39]([CH3:38])=[CH:44][N:43]=2)[C:5]([CH:9]2[CH2:18][CH2:17][C:12]3([O:13][CH2:14][CH2:15][O:16]3)[CH2:11][CH2:10]2)=[CH:4][N:3]=1. The catalyst class is: 1. (6) Reactant: Cl[CH2:2][C:3]1[C:4](=[O:13])[O:5][C:6]2[C:11]([CH:12]=1)=[CH:10][CH:9]=[CH:8][CH:7]=2.C(=O)([O-])[O-].[K+].[K+].C1OCCOCCOCCOCCOCCOC1.[OH:38][CH2:39][CH2:40][C:41](=[O:43])[CH3:42]. Product: [O:43]=[C:41]([CH3:42])[CH2:40][CH2:39][O:38][CH2:2][C:3]1[C:4](=[O:13])[O:5][C:6]2[C:11]([CH:12]=1)=[CH:10][CH:9]=[CH:8][CH:7]=2. The catalyst class is: 1. (7) Product: [CH2:1]([N:4]1[CH:8]=[CH:7][N:6]=[C:5]1[C:9]1[S:10][C:11]([C:36]2[CH:41]=[CH:40][N:39]=[C:38]([CH3:42])[CH:37]=2)=[CH:12][C:13]=1[C:14]1[CH:19]=[CH:18][C:17]([Cl:20])=[CH:16][C:15]=1[Cl:21])[CH:2]=[CH2:3]. The catalyst class is: 233. Reactant: [CH2:1]([N:4]1[CH:8]=[CH:7][N:6]=[C:5]1[C:9]1[S:10][C:11]([Sn](CCCC)(CCCC)CCCC)=[CH:12][C:13]=1[C:14]1[CH:19]=[CH:18][C:17]([Cl:20])=[CH:16][C:15]=1[Cl:21])[CH:2]=[CH2:3].Br[C:36]1[CH:41]=[CH:40][N:39]=[C:38]([CH3:42])[CH:37]=1. (8) Reactant: [CH3:1][O:2][C:3]1[C:4]([C:10]2[CH:15]=[CH:14][CH:13]=[CH:12][C:11]=2[CH3:16])=[C:5]([Cl:9])[CH:6]=[CH:7][CH:8]=1.Br.[H-].[Na+].C(Br)C=C.[CH2:24]([O:27]CC=C)C=C.[CH2:31](C1C(C(F)(F)F)=CC=C(Cl)C=1O)C=C.C(C1C=CC(Cl)=C(C2C=CC=CC=2C)C=1O)C=C.ClC1C=C(C=CC=1)C(OO)=O.C(=O)([O-])[O-].[K+].[K+].ClC1C2OC(CO)CC=2C(C(F)(F)F)=CC=1. Product: [CH3:16][C:11]1[CH:12]=[CH:13][CH:14]=[CH:15][C:10]=1[C:4]1[C:3]2[O:2][CH:1]([CH2:24][OH:27])[CH2:31][C:8]=2[CH:7]=[CH:6][C:5]=1[Cl:9]. The catalyst class is: 728.